From a dataset of Forward reaction prediction with 1.9M reactions from USPTO patents (1976-2016). Predict the product of the given reaction. (1) Given the reactants [N+:1]([O-:4])(O)=[O:2].S(=O)(=O)(O)O.[CH2:10]([O:12][P:13]([C:18]1[C:19](=[O:29])[NH:20][C:21]2[C:26]([CH:27]=1)=[CH:25][CH:24]=[C:23]([Cl:28])[CH:22]=2)(=[O:17])[O:14][CH2:15][CH3:16])[CH3:11], predict the reaction product. The product is: [CH2:10]([O:12][P:13]([C:18]1[C:19](=[O:29])[NH:20][C:21]2[C:26]([CH:27]=1)=[CH:25][C:24]([N+:1]([O-:4])=[O:2])=[C:23]([Cl:28])[CH:22]=2)(=[O:17])[O:14][CH2:15][CH3:16])[CH3:11]. (2) Given the reactants [Br:1][C:2]1[CH:10]=[C:9]2[C:5]([C:6]([C:14]([OH:16])=O)=[CH:7][N:8]2[CH2:11][C:12]#[N:13])=[CH:4][CH:3]=1.OC1C2N=NNC=2C=CC=1.ClCCl.[CH3:30][NH:31][CH3:32], predict the reaction product. The product is: [CH3:30][N:31]([CH3:32])[C:14]([C:6]1[C:5]2[C:9](=[CH:10][C:2]([Br:1])=[CH:3][CH:4]=2)[N:8]([CH2:11][C:12]#[N:13])[CH:7]=1)=[O:16]. (3) Given the reactants ClC(Cl)(O[C:5](=[O:11])[O:6][C:7](Cl)(Cl)Cl)Cl.[N:13]1C=CC=C[CH:14]=1.OC[CH2:21][CH2:22][C:23]1[CH:34]=[CH:33][C:26]2[O:27][CH:28]([CH3:32])[C:29](=[O:31])[NH:30][C:25]=2[CH:24]=1.Cl.CN.C(N(CC)CC)C, predict the reaction product. The product is: [CH3:14][NH:13][C:5](=[O:11])[O:6][CH2:7][CH2:21][CH2:22][C:23]1[CH:34]=[CH:33][C:26]2[O:27][CH:28]([CH3:32])[C:29](=[O:31])[NH:30][C:25]=2[CH:24]=1. (4) Given the reactants [Br:1][C:2]1[CH:3]=[N:4][N:5]2[C:10]([NH:11][C:12]3[CH:17]=[CH:16][C:15]([F:18])=[CH:14][C:13]=3[CH3:19])=[C:9]([C:20](O)=[O:21])[CH:8]=[N:7][C:6]=12.Cl.[F:24][C:25]1([C:31]2[CH:36]=[CH:35][C:34]([F:37])=[CH:33][CH:32]=2)[CH2:30][CH2:29][NH:28][CH2:27][CH2:26]1, predict the reaction product. The product is: [Br:1][C:2]1[CH:3]=[N:4][N:5]2[C:10]([NH:11][C:12]3[CH:17]=[CH:16][C:15]([F:18])=[CH:14][C:13]=3[CH3:19])=[C:9]([C:20]([N:28]3[CH2:27][CH2:26][C:25]([F:24])([C:31]4[CH:36]=[CH:35][C:34]([F:37])=[CH:33][CH:32]=4)[CH2:30][CH2:29]3)=[O:21])[CH:8]=[N:7][C:6]=12. (5) Given the reactants [F:1][C:2]1[CH:18]=[CH:17][C:5]([CH2:6][CH:7]2[C:12](=[O:13])[O:11]C(C)(C)[O:9][C:8]2=[O:16])=[CH:4][CH:3]=1.[OH-].[Na+].O, predict the reaction product. The product is: [F:1][C:2]1[CH:3]=[CH:4][C:5]([CH2:6][CH:7]([C:8]([OH:16])=[O:9])[C:12]([OH:13])=[O:11])=[CH:17][CH:18]=1. (6) Given the reactants [Cl:1][C:2]1[CH:7]=[C:6]([O:8]C)[CH:5]=[C:4]([Cl:10])[C:3]=1[NH:11][C:12]1[CH:17]=[CH:16][CH:15]=[CH:14][C:13]=1[CH2:18][C:19]([OH:21])=O.Cl.N1C=CC=CC=1, predict the reaction product. The product is: [Cl:1][C:2]1[CH:7]=[C:6]([OH:8])[CH:5]=[C:4]([Cl:10])[C:3]=1[N:11]1[C:12]2[C:13](=[CH:14][CH:15]=[CH:16][CH:17]=2)[CH2:18][C:19]1=[O:21]. (7) Given the reactants Br[C:2]1[CH:8]=[CH:7][C:5]([NH2:6])=[C:4]([F:9])[CH:3]=1.[OH:10][C:11]1[CH:16]=[CH:15][CH:14]=[CH:13][N:12]=1.OC1C=CC=C2C=1N=CC=C2.C([O-])([O-])=O.[K+].[K+], predict the reaction product. The product is: [NH2:6][C:5]1[CH:7]=[CH:8][C:2]([N:12]2[CH:13]=[CH:14][CH:15]=[CH:16][C:11]2=[O:10])=[CH:3][C:4]=1[F:9]. (8) Given the reactants [CH3:1][C:2]1[CH:7]=[CH:6][C:5]([S:8]([N:11]2[C:15]([C:16]3[CH:21]=[CH:20][CH:19]=[CH:18][CH:17]=3)=[CH:14][C:13]([C:22](OCC)=[O:23])=[CH:12]2)(=[O:10])=[O:9])=[CH:4][CH:3]=1.C1(C)C=CC=CC=1.[H-].C([Al+]CC(C)C)C(C)C.Cl, predict the reaction product. The product is: [CH3:1][C:2]1[CH:3]=[CH:4][C:5]([S:8]([N:11]2[C:15]([C:16]3[CH:21]=[CH:20][CH:19]=[CH:18][CH:17]=3)=[CH:14][C:13]([CH2:22][OH:23])=[CH:12]2)(=[O:10])=[O:9])=[CH:6][CH:7]=1.